Dataset: Peptide-MHC class II binding affinity with 134,281 pairs from IEDB. Task: Regression. Given a peptide amino acid sequence and an MHC pseudo amino acid sequence, predict their binding affinity value. This is MHC class II binding data. The peptide sequence is AASLLDEDMDALEEA. The MHC is HLA-DPA10301-DPB10402 with pseudo-sequence HLA-DPA10301-DPB10402. The binding affinity (normalized) is 0.159.